Task: Predict the product of the given reaction.. Dataset: Forward reaction prediction with 1.9M reactions from USPTO patents (1976-2016) (1) Given the reactants [N:1]([C:4]1[CH:9]=[CH:8][CH:7]=[CH:6][C:5]=1[F:10])=[N+:2]=[N-:3].[CH3:11][O:12][CH2:13][CH2:14][C:15](=O)[CH2:16][C:17]([O:19]C)=[O:18].[O-]CC.[Na+].[OH-].[Na+], predict the reaction product. The product is: [F:10][C:5]1[CH:6]=[CH:7][CH:8]=[CH:9][C:4]=1[N:1]1[C:15]([CH2:14][CH2:13][O:12][CH3:11])=[C:16]([C:17]([OH:19])=[O:18])[N:3]=[N:2]1. (2) Given the reactants [CH3:1][C:2]1[CH:3]=[C:4]([O:15][C:16]2[C:25]3[C:20](=[CH:21][C:22]([OH:28])=[C:23]([O:26][CH3:27])[CH:24]=3)[N:19]=[CH:18][CH:17]=2)[C:5]([C:9]2[CH:10]=[N:11][CH:12]=[CH:13][CH:14]=2)=[N:6][C:7]=1[CH3:8].C(=O)([O-])[O-].[K+].[K+].Br[CH2:36][CH2:37][OH:38], predict the reaction product. The product is: [CH3:1][C:2]1[CH:3]=[C:4]([O:15][C:16]2[C:25]3[C:20](=[CH:21][C:22]([O:28][CH2:36][CH2:37][OH:38])=[C:23]([O:26][CH3:27])[CH:24]=3)[N:19]=[CH:18][CH:17]=2)[C:5]([C:9]2[CH:10]=[N:11][CH:12]=[CH:13][CH:14]=2)=[N:6][C:7]=1[CH3:8].